This data is from Catalyst prediction with 721,799 reactions and 888 catalyst types from USPTO. The task is: Predict which catalyst facilitates the given reaction. (1) Reactant: I[C:2]1[C:3](=[O:21])[N:4]([CH3:20])[C:5](=[O:19])[N:6]([C:9]2[CH:14]=[CH:13][CH:12]=[C:11]([C:15]([F:18])([F:17])[F:16])[CH:10]=2)[C:7]=1[CH3:8].[S:22]1[CH:26]=[CH:25][CH:24]=[C:23]1B(O)O.C(=O)([O-])[O-].[Na+].[Na+].O. Product: [CH3:20][N:4]1[C:3](=[O:21])[C:2]([C:24]2[CH:25]=[CH:26][S:22][CH:23]=2)=[C:7]([CH3:8])[N:6]([C:9]2[CH:14]=[CH:13][CH:12]=[C:11]([C:15]([F:18])([F:17])[F:16])[CH:10]=2)[C:5]1=[O:19]. The catalyst class is: 602. (2) Reactant: C([O-])([O-])=O.[K+].[K+].C([O:10][C:11]1[CH:12]=[CH:13][C:14]2[CH:20]([CH2:21][C:22]([O:24][CH3:25])=[O:23])[C:19]3[CH:26]=[CH:27][CH:28]=[CH:29][C:18]=3[C:17](=[O:30])[N:16]([CH3:31])[C:15]=2[CH:32]=1)(=O)C.[NH4+].[Cl-]. Product: [OH:10][C:11]1[CH:12]=[CH:13][C:14]2[CH:20]([CH2:21][C:22]([O:24][CH3:25])=[O:23])[C:19]3[CH:26]=[CH:27][CH:28]=[CH:29][C:18]=3[C:17](=[O:30])[N:16]([CH3:31])[C:15]=2[CH:32]=1. The catalyst class is: 5. (3) Reactant: O(C([N:10]([C:27]([O:29]C1C=CC=CC=1)=O)[C:11]1[CH:16]=[C:15]([O:17][C:18]2[CH:23]=[CH:22][C:21]([NH2:24])=[C:20]([Cl:25])[C:19]=2[Cl:26])[CH:14]=[CH:13][N:12]=1)=O)C1C=CC=CC=1.[O:36]1[CH2:41][CH2:40][N:39]([CH2:42][CH2:43][NH2:44])[CH2:38][CH2:37]1. Product: [NH2:24][C:21]1[CH:22]=[CH:23][C:18]([O:17][C:15]2[CH:14]=[CH:13][N:12]=[C:11]([NH:10][C:27]([NH:44][CH2:43][CH2:42][N:39]3[CH2:40][CH2:41][O:36][CH2:37][CH2:38]3)=[O:29])[CH:16]=2)=[C:19]([Cl:26])[C:20]=1[Cl:25]. The catalyst class is: 1. (4) Reactant: [C:1]([O:4][C:5]1[CH:27]=[CH:26][CH:25]=[CH:24][C:6]=1[C:7]([O:9][CH2:10][CH2:11][CH2:12][NH:13]C(OCC1C=CC=CC=1)=O)=[O:8])(=[O:3])[CH3:2]. Product: [C:1]([O:4][C:5]1[CH:27]=[CH:26][CH:25]=[CH:24][C:6]=1[C:7]([O:9][CH2:10][CH2:11][CH2:12][NH2:13])=[O:8])(=[O:3])[CH3:2]. The catalyst class is: 43. (5) Reactant: [CH2:1]([NH:8][CH2:9][C:10]([CH3:13])([OH:12])[CH3:11])[C:2]1[CH:7]=[CH:6][CH:5]=[CH:4][CH:3]=1.C(N(C(C)C)CC)(C)C.Br[CH2:24][C:25]([O:27][CH2:28][CH3:29])=[O:26]. Product: [CH2:1]([N:8]([CH2:9][C:10]([OH:12])([CH3:13])[CH3:11])[CH2:24][C:25]([O:27][CH2:28][CH3:29])=[O:26])[C:2]1[CH:7]=[CH:6][CH:5]=[CH:4][CH:3]=1. The catalyst class is: 10. (6) Reactant: [C:1]([O:5][C:6]([N:8]([C:51]([O:53][C:54]([CH3:57])([CH3:56])[CH3:55])=[O:52])[C:9]1[C:18]2[C:13](=[CH:14][C:15]([NH:19][CH:20]([C:34]3[CH:39]=[CH:38][C:37]([CH2:40][CH:41]([O:43][Si](C(C)(C)C)(C)C)[CH3:42])=[CH:36][CH:35]=3)[C:21]([NH:23][CH2:24][C:25]3[CH:30]=[CH:29][CH:28]=[C:27]([N+:31]([O-:33])=[O:32])[CH:26]=3)=[O:22])=[CH:16][CH:17]=2)[CH:12]=[CH:11][N:10]=1)=[O:7])([CH3:4])([CH3:3])[CH3:2].CCCC[N+](CCCC)(CCCC)CCCC.[F-]. Product: [C:54]([O:53][C:51]([N:8]([C:6]([O:5][C:1]([CH3:2])([CH3:4])[CH3:3])=[O:7])[C:9]1[C:18]2[C:13](=[CH:14][C:15]([NH:19][CH:20]([C:34]3[CH:35]=[CH:36][C:37]([CH2:40][CH:41]([OH:43])[CH3:42])=[CH:38][CH:39]=3)[C:21]([NH:23][CH2:24][C:25]3[CH:30]=[CH:29][CH:28]=[C:27]([N+:31]([O-:33])=[O:32])[CH:26]=3)=[O:22])=[CH:16][CH:17]=2)[CH:12]=[CH:11][N:10]=1)=[O:52])([CH3:57])([CH3:55])[CH3:56]. The catalyst class is: 1. (7) Reactant: Cl[C:2]1[N:7]=[C:6]([Cl:8])[N:5]=[C:4]2[N:9]([CH:12]3[CH2:17][CH2:16][CH2:15][CH2:14][O:13]3)[N:10]=[CH:11][C:3]=12.[C:18]([NH:22][C:23]1[CH:24]=[C:25](B(O)O)[CH:26]=[CH:27][CH:28]=1)(=[O:21])[CH:19]=[CH2:20].C1(P(C2C=CC=CC=2)C2C=CC=CC=2)C=CC=CC=1.C(=O)([O-])[O-].[Na+].[Na+]. Product: [Cl:8][C:6]1[N:5]=[C:4]2[N:9]([CH:12]3[CH2:17][CH2:16][CH2:15][CH2:14][O:13]3)[N:10]=[CH:11][C:3]2=[C:2]([C:25]2[CH:24]=[C:23]([NH:22][C:18](=[O:21])[CH:19]=[CH2:20])[CH:28]=[CH:27][CH:26]=2)[N:7]=1. The catalyst class is: 164. (8) Reactant: [CH3:1][C:2]([C:6]1[CH:11]=[CH:10][C:9]([CH2:12][C:13]2[C:22]3[C:17](=[CH:18][CH:19]=[C:20](B4OC(C)(C)C(C)(C)O4)[CH:21]=3)[N:16]=[CH:15][C:14]=2[N+:32]([O-:34])=[O:33])=[CH:8][CH:7]=1)([CH3:5])[C:3]#[N:4].Br[C:36]1[CH:41]=[CH:40][CH:39]=[C:38]([O:42][CH3:43])[N:37]=1.C([O-])([O-])=O.[Na+].[Na+].C1(C)C=CC=CC=1. Product: [CH3:43][O:42][C:38]1[N:37]=[C:36]([C:20]2[CH:21]=[C:22]3[C:17](=[CH:18][CH:19]=2)[N:16]=[CH:15][C:14]([N+:32]([O-:34])=[O:33])=[C:13]3[CH2:12][C:9]2[CH:8]=[CH:7][C:6]([C:2]([CH3:1])([CH3:5])[C:3]#[N:4])=[CH:11][CH:10]=2)[CH:41]=[CH:40][CH:39]=1. The catalyst class is: 103.